From a dataset of Forward reaction prediction with 1.9M reactions from USPTO patents (1976-2016). Predict the product of the given reaction. (1) Given the reactants [H-].[Na+].[C:3]([NH:10][OH:11])([O:5][C:6]([CH3:9])([CH3:8])[CH3:7])=[O:4].S(O[C@@H:23]1[CH2:28][CH2:27][O:26][C:24]1=[O:25])(C1C=CC(C)=CC=1)(=O)=O, predict the reaction product. The product is: [C:3]([NH:10][O:11][C@H:23]1[CH2:28][CH2:27][O:26][C:24]1=[O:25])([O:5][C:6]([CH3:9])([CH3:8])[CH3:7])=[O:4]. (2) The product is: [CH3:26][O:25][C:20]1[CH:19]=[C:18]([C:16]2[N:2]([C:4]3[CH:9]=[C:8]([C:10]#[N:11])[CH:7]=[CH:6][N:5]=3)[N:3]=[CH:14][CH:15]=2)[CH:23]=[CH:22][C:21]=1[CH3:24]. Given the reactants Cl.[NH:2]([C:4]1[CH:9]=[C:8]([C:10]#[N:11])[CH:7]=[CH:6][N:5]=1)[NH2:3].CN(C)/[CH:14]=[CH:15]/[C:16]([C:18]1[CH:23]=[CH:22][C:21]([CH3:24])=[C:20]([O:25][CH3:26])[CH:19]=1)=O, predict the reaction product. (3) Given the reactants [Br:1][C:2]1[C:3]([O:15][CH2:16][C:17]([F:20])([F:19])[F:18])=[N:4][C:5]([C:11]([F:14])([F:13])[F:12])=[C:6]([CH:10]=1)[C:7]([OH:9])=O.[NH2:21][CH2:22][C@:23]([CH3:28])([CH:25]1[CH2:27][CH2:26]1)[OH:24], predict the reaction product. The product is: [Br:1][C:2]1[C:3]([O:15][CH2:16][C:17]([F:20])([F:19])[F:18])=[N:4][C:5]([C:11]([F:14])([F:13])[F:12])=[C:6]([CH:10]=1)[C:7]([NH:21][CH2:22][C@:23]([CH:25]1[CH2:27][CH2:26]1)([OH:24])[CH3:28])=[O:9]. (4) Given the reactants [CH:1]([C@H:4]1[CH2:8][O:7][C:6](=[O:9])[NH:5]1)([CH3:3])[CH3:2].[Li]CCCC.[C:15](Cl)(=[O:22])[CH2:16][CH2:17][CH2:18][CH2:19][CH2:20][CH3:21].[NH4+].[Cl-], predict the reaction product. The product is: [C:15]([N:5]1[C@@H:4]([CH:1]([CH3:3])[CH3:2])[CH2:8][O:7][C:6]1=[O:9])(=[O:22])[CH2:16][CH2:17][CH2:18][CH2:19][CH2:20][CH3:21]. (5) Given the reactants [NH:1]1[C:9]2[C:4](=[N:5][CH:6]=[CH:7][CH:8]=2)[N:3]=[C:2]1[SH:10].CI.[C:13]([O-])([O-])=O.[K+].[K+], predict the reaction product. The product is: [CH3:13][S:10][C:2]1[NH:3][C:4]2=[N:5][CH:6]=[CH:7][CH:8]=[C:9]2[N:1]=1. (6) The product is: [Cl:24][C:19]1[CH:18]=[C:17]([C:15]2[N:14]([C:25]3[CH:26]=[CH:27][C:28]([O:31][CH3:32])=[CH:29][CH:30]=3)[N:13]=[C:12]([CH2:11][C@@H:10]([C:33]3[CH:34]=[C:35]([CH3:39])[CH:36]=[CH:37][CH:38]=3)[C:9]([OH:40])=[O:8])[CH:16]=2)[CH:22]=[CH:21][C:20]=1[Cl:23]. Given the reactants C(OC(C([O:8][C:9](=[O:40])[C@H:10]([C:33]1[CH:34]=[C:35]([CH3:39])[CH:36]=[CH:37][CH:38]=1)[CH2:11][C:12]1[CH:16]=[C:15]([C:17]2[CH:22]=[CH:21][C:20]([Cl:23])=[C:19]([Cl:24])[CH:18]=2)[N:14]([C:25]2[CH:30]=[CH:29][C:28]([O:31][CH3:32])=[CH:27][CH:26]=2)[N:13]=1)C)=O)C.Cl, predict the reaction product. (7) Given the reactants [CH:1]([B-](F)(F)F)=[CH2:2].[K+].CO[C:10]1[CH:11]=[CH:12][CH:13]=[C:14]([O:35][CH3:36])[C:15]=1[C:16]1[CH:17]=[CH:18][CH:19]=[CH:20][C:21]=1P(C1CCCCC1)C1CCCCC1.[C:37]([O-:40])([O-])=O.[K+].[K+].[CH2:43](O)[CH2:44][CH3:45], predict the reaction product. The product is: [CH:20]([C:19]1[CH:18]=[CH:17][C:16]2[C:15]3[CH:10]=[C:11]4[CH2:43][CH2:44][CH2:45][C:37](=[O:40])[C:12]4=[CH:13][C:14]=3[O:35][CH2:36][C:2]=2[CH:1]=1)=[CH2:21]. (8) Given the reactants [F:1][C:2]1[CH:21]=[CH:20][C:5]2[C:6]([C:9]3[CH:14]=[CH:13][CH:12]=[C:11]([O:15][CH2:16][C@H:17]4[CH2:19][O:18]4)[CH:10]=3)=[N:7][O:8][C:4]=2[CH:3]=1.C(O)C.[CH2:25]1[C:33]2[C:28](=[CH:29][CH:30]=[CH:31][CH:32]=2)[C@H:27]([NH2:34])[C@@H:26]1[OH:35], predict the reaction product. The product is: [F:1][C:2]1[CH:21]=[CH:20][C:5]2[C:6]([C:9]3[CH:10]=[C:11]([CH:12]=[CH:13][CH:14]=3)[O:15][CH2:16][CH:17]([OH:18])[CH2:19][NH:34][C@@H:27]3[C:28]4[C:33](=[CH:32][CH:31]=[CH:30][CH:29]=4)[CH2:25][CH:26]3[OH:35])=[N:7][O:8][C:4]=2[CH:3]=1.